From a dataset of Full USPTO retrosynthesis dataset with 1.9M reactions from patents (1976-2016). Predict the reactants needed to synthesize the given product. Given the product [NH2:17][C:14]1[CH:15]=[CH:16][C:11]([CH:5]([CH2:4][CH:1]2[CH2:2][CH2:3]2)[C:6]([O:8][CH2:9][CH3:10])=[O:7])=[CH:12][C:13]=1[O:20][CH2:21][C:22]([F:23])([F:24])[F:25], predict the reactants needed to synthesize it. The reactants are: [CH:1]1([CH2:4][CH:5]([C:11]2[CH:16]=[CH:15][C:14]([N+:17]([O-])=O)=[C:13]([O:20][CH2:21][C:22]([F:25])([F:24])[F:23])[CH:12]=2)[C:6]([O:8][CH2:9][CH3:10])=[O:7])[CH2:3][CH2:2]1.